From a dataset of Catalyst prediction with 721,799 reactions and 888 catalyst types from USPTO. Predict which catalyst facilitates the given reaction. (1) Reactant: [OH:1][C:2]1[CH:7]=[C:6]([CH2:8][CH3:9])[N:5]=[CH:4][N:3]=1.C1C(=O)N([I:17])C(=O)C1. Product: [CH2:8]([C:6]1[N:5]=[CH:4][NH:3][C:2](=[O:1])[C:7]=1[I:17])[CH3:9]. The catalyst class is: 15. (2) Reactant: [C:1]([O:5][C:6](=[O:27])[NH:7][C@@H:8]1[CH2:13][CH2:12][CH2:11][N:10]([C:14]2[C:19]([N+:20]([O-:22])=[O:21])=[C:18](Cl)[N:17]=[C:16]([O:24][CH:25]=[O:26])[CH:15]=2)[CH2:9]1)([CH3:4])([CH3:3])[CH3:2].[CH3:28][NH2:29]. Product: [C:1]([O:5][C:6](=[O:27])[NH:7][C@@H:8]1[CH2:13][CH2:12][CH2:11][N:10]([C:14]2[C:19]([N+:20]([O-:22])=[O:21])=[C:18]([NH:29][CH3:28])[N:17]=[C:16]([O:24][CH:25]=[O:26])[CH:15]=2)[CH2:9]1)([CH3:4])([CH3:3])[CH3:2]. The catalyst class is: 8. (3) Reactant: [Si]([O:8][CH2:9][CH2:10][C@H:11]([NH:19][C:20]1[O:21][C:22]([CH3:36])([CH3:35])[CH:23]([C:28]2[CH:29]=[N:30][C:31](Cl)=[CH:32][CH:33]=2)[S:24](=[O:27])(=[O:26])[N:25]=1)[C:12]1[CH:17]=[CH:16][CH:15]=[CH:14][C:13]=1[F:18])(C(C)(C)C)(C)C.[H][H]. Product: [CH3:35][C:22]1([CH3:36])[O:21][C:20]([NH:19][C@H:11]([C:12]2[CH:17]=[CH:16][CH:15]=[CH:14][C:13]=2[F:18])[CH2:10][CH2:9][OH:8])=[N:25][S:24](=[O:26])(=[O:27])[CH:23]1[C:28]1[CH:29]=[N:30][CH:31]=[CH:32][CH:33]=1. The catalyst class is: 19. (4) Reactant: [F:1][C:2]1[CH:3]=[C:4]([CH:21]=[CH:22][C:23]=1[F:24])[CH2:5][N:6]1[C:10](=[O:11])[N:9]([C:12]2[CH:13]=[C:14]([CH:18]=[CH:19][N:20]=2)[C:15](O)=[O:16])[CH:8]=[N:7]1.C(N(C(C)C)CC)(C)C.O.[OH:35][N:36]1[C:40]2[CH:41]=[CH:42][CH:43]=C[C:39]=2[N:38]=N1.F[B-](F)(F)F.N1(OC(N(C)C)=[N+](C)C)C2C=CC=CC=2N=N1.CC1ON=C(CN)C=1. Product: [F:1][C:2]1[CH:3]=[C:4]([CH:21]=[CH:22][C:23]=1[F:24])[CH2:5][N:6]1[C:10](=[O:11])[N:9]([C:12]2[CH:13]=[C:14]([CH:18]=[CH:19][N:20]=2)[C:15]([NH:38][CH2:39][C:40]2[CH:41]=[C:42]([CH3:43])[O:35][N:36]=2)=[O:16])[CH:8]=[N:7]1. The catalyst class is: 7. (5) Reactant: [CH3:1][CH:2]([CH3:7])[C:3](=[CH2:6])[CH:4]=[O:5].[CH3:8][O:9][C:10](=[O:23])[CH2:11][NH:12][S:13]([C:16]1[CH:21]=[CH:20][C:19]([CH3:22])=[CH:18][CH:17]=1)(=[O:15])=[O:14].C1CCN2C(=NCCC2)CC1. Product: [CH3:8][O:9][C:10]([CH:11]1[CH:4]([OH:5])[CH:3]([CH:2]([CH3:7])[CH3:1])[CH2:6][N:12]1[S:13]([C:16]1[CH:17]=[CH:18][C:19]([CH3:22])=[CH:20][CH:21]=1)(=[O:15])=[O:14])=[O:23]. The catalyst class is: 1.